This data is from Forward reaction prediction with 1.9M reactions from USPTO patents (1976-2016). The task is: Predict the product of the given reaction. (1) Given the reactants Br[C:2]1[C:7](=[O:8])[N:6]([CH2:9][C:10]2[CH:15]=[CH:14][C:13]([C:16]3[C:17]([C:22]#[N:23])=[CH:18][CH:19]=[CH:20][CH:21]=3)=[CH:12][C:11]=2[F:24])[C:5]([CH2:25][CH2:26][CH3:27])=[N:4][C:3]=1[CH3:28].[Si:29]([O:36][CH2:37][C:38]([CH3:50])([CH3:49])[O:39][C:40]1[CH:45]=[CH:44][C:43](B(O)O)=[CH:42][CH:41]=1)([C:32]([CH3:35])([CH3:34])[CH3:33])([CH3:31])[CH3:30].C(=O)([O-])[O-].[Cs+].[Cs+].O1CCOCC1, predict the reaction product. The product is: [Si:29]([O:36][CH2:37][C:38]([CH3:50])([CH3:49])[O:39][C:40]1[CH:41]=[CH:42][C:43]([C:2]2[C:7](=[O:8])[N:6]([CH2:9][C:10]3[CH:15]=[CH:14][C:13]([C:16]4[C:17]([C:22]#[N:23])=[CH:18][CH:19]=[CH:20][CH:21]=4)=[CH:12][C:11]=3[F:24])[C:5]([CH2:25][CH2:26][CH3:27])=[N:4][C:3]=2[CH3:28])=[CH:44][CH:45]=1)([C:32]([CH3:35])([CH3:34])[CH3:33])([CH3:31])[CH3:30]. (2) Given the reactants Cl[C:2]1[CH:7]=[CH:6][C:5]2=[N:8][C:9]([C:11]3[CH:12]=[CH:13][C:14]([CH3:24])=[C:15]([NH:17][C:18](=[O:23])[C:19]([CH3:22])([CH3:21])[CH3:20])[CH:16]=3)=[CH:10][N:4]2[N:3]=1.CC(C1C=C(C(C)C)C(C2C(P(C(C)(C)C)C(C)(C)C)=CC=CC=2)=C(C(C)C)C=1)C.CC(C)([O-])C.[Na+].[CH3:61][O:62][C:63]1[CH:64]=[C:65]([CH:68]=[C:69]([O:73][CH3:74])[C:70]=1[O:71][CH3:72])[CH2:66][NH2:67], predict the reaction product. The product is: [CH3:24][C:14]1[CH:13]=[CH:12][C:11]([C:9]2[N:8]=[C:5]3[CH:6]=[CH:7][C:2]([NH:67][CH2:66][C:65]4[CH:68]=[C:69]([O:73][CH3:74])[C:70]([O:71][CH3:72])=[C:63]([O:62][CH3:61])[CH:64]=4)=[N:3][N:4]3[CH:10]=2)=[CH:16][C:15]=1[NH:17][C:18](=[O:23])[C:19]([CH3:22])([CH3:21])[CH3:20]. (3) The product is: [C:16]([O:15][C:14]([NH:13][C:3]1[S:4][C:5]2[C:6](=[N:7][CH:8]=[CH:9][C:10]=2[O:11][CH3:12])[C:2]=1[C:26]([OH:28])=[O:27])=[O:20])([CH3:19])([CH3:18])[CH3:17]. Given the reactants Br[C:2]1[C:6]2=[N:7][CH:8]=[CH:9][C:10]([O:11][CH3:12])=[C:5]2[S:4][C:3]=1[NH:13][C:14](=[O:20])[O:15][C:16]([CH3:19])([CH3:18])[CH3:17].[Li]CCCC.[C:26](=[O:28])=[O:27].Cl, predict the reaction product. (4) Given the reactants [CH2:1]([CH:4]([NH2:8])[CH2:5][CH:6]=[CH2:7])[CH:2]=[CH2:3].[Br-:9].[Cl:10][CH2:11][CH2:12][CH2:13][N+:14]([CH2:17][CH2:18][CH2:19][CH2:20][CH2:21][CH2:22][CH2:23][CH2:24][CH2:25][CH2:26][CH2:27][CH3:28])([CH3:16])[CH3:15], predict the reaction product. The product is: [Br-:9].[Cl-:10].[CH3:15][N+:14]([CH2:13][CH2:12][CH2:11][NH2+:8][CH:4]([CH2:5][CH:6]=[CH2:7])[CH2:1][CH:2]=[CH2:3])([CH3:16])[CH2:17][CH2:18][CH2:19][CH2:20][CH2:21][CH2:22][CH2:23][CH2:24][CH2:25][CH2:26][CH2:27][CH3:28]. (5) Given the reactants [CH3:1][C:2]1[CH:3]=[C:4]([C:9]2[CH:13]=[C:12]([OH:14])[N:11]([CH3:15])[N:10]=2)[CH:5]=[C:6]([CH3:8])[CH:7]=1.O.[C:17](OCC)(=[O:19])C, predict the reaction product. The product is: [CH3:8][C:6]1[CH:5]=[C:4]([C:9]2[C:13]([CH:17]=[O:19])=[C:12]([OH:14])[N:11]([CH3:15])[N:10]=2)[CH:3]=[C:2]([CH3:1])[CH:7]=1. (6) Given the reactants CN(C)CC#CC1C=C([C@@H]2[C@@H](C3C=CC=C(F)C=3)OC(=O)N2)C=NC=1.Br[C:27]1[CH:28]=[C:29]([C@@H:33]2[C@@H:37]([C:38]3[CH:43]=[CH:42][CH:41]=[C:40]([F:44])[CH:39]=3)[O:36][C:35](=[O:45])[NH:34]2)[CH:30]=[N:31][CH:32]=1.[C:46]([C:48]1([CH3:54])[CH2:53][CH2:52][CH2:51][CH2:50][CH2:49]1)#[CH:47], predict the reaction product. The product is: [F:44][C:40]1[CH:39]=[C:38]([C@H:37]2[O:36][C:35](=[O:45])[NH:34][C@@H:33]2[C:29]2[CH:30]=[N:31][CH:32]=[C:27]([C:47]#[C:46][C:48]3([CH3:54])[CH2:53][CH2:52][CH2:51][CH2:50][CH2:49]3)[CH:28]=2)[CH:43]=[CH:42][CH:41]=1.